Dataset: Full USPTO retrosynthesis dataset with 1.9M reactions from patents (1976-2016). Task: Predict the reactants needed to synthesize the given product. Given the product [F:1][C:2]1[S:6][C:5]([C:7]2[CH:12]=[CH:11][N:10]=[C:9]([NH2:13])[C:8]=2[NH2:14])=[CH:4][CH:3]=1, predict the reactants needed to synthesize it. The reactants are: [F:1][C:2]1[S:6][C:5]([C:7]2[CH:12]=[CH:11][N:10]=[C:9]([NH2:13])[C:8]=2[N+:14]([O-])=O)=[CH:4][CH:3]=1.[NH4+].[Cl-].CCOC(C)=O.